This data is from Reaction yield outcomes from USPTO patents with 853,638 reactions. The task is: Predict the reaction yield, written as a fraction of the theoretical maximum amount of product (1.0 means a 100% yield; for example, 0.34 means a 34% yield). (1) The reactants are [CH2:1]([N:3]1[C:11]2[C:6](=[CH:7][C:8]([C:12]3[NH:13][C:14]4[N:15]([N:19]=[CH:20][C:21]=4[C:22]#[N:23])[C:16](=[O:18])[CH:17]=3)=[CH:9][CH:10]=2)[CH:5]=[N:4]1)[CH3:2].S(=O)(=O)(O)[OH:25]. No catalyst specified. The product is [CH2:1]([N:3]1[C:11]2[C:6](=[CH:7][C:8]([C:12]3[NH:13][C:14]4[N:15]([N:19]=[CH:20][C:21]=4[C:22]([NH2:23])=[O:25])[C:16](=[O:18])[CH:17]=3)=[CH:9][CH:10]=2)[CH:5]=[N:4]1)[CH3:2]. The yield is 0.740. (2) The reactants are [C:1]([C:5]1[CH:23]=[CH:22][C:8]([C:9]([NH:11][C:12]2[N:13]=[C:14]3[CH:19]=[CH:18][C:17](Cl)=[N:16][N:15]3[CH:21]=2)=[O:10])=[CH:7][CH:6]=1)([CH3:4])([CH3:3])[CH3:2].[CH3:24]B(O)O.C(=O)([O-])[O-].[K+].[K+]. The catalyst is C1C=CC(P(C2C=CC=CC=2)C2C=CC=CC=2)=CC=1.[Pd].O1CCOCC1. The product is [C:1]([C:5]1[CH:23]=[CH:22][C:8]([C:9]([NH:11][C:12]2[N:13]=[C:14]3[CH:19]=[CH:18][C:17]([CH3:24])=[N:16][N:15]3[CH:21]=2)=[O:10])=[CH:7][CH:6]=1)([CH3:4])([CH3:3])[CH3:2]. The yield is 0.160. (3) The reactants are Br[C:2]1[N:7]=[CH:6][C:5]2[C:8]([N:14]3[CH2:17][CH:16]([C:18]([N:20]([CH3:22])[CH3:21])=[O:19])[CH2:15]3)=[N:9][N:10]([CH:11]([CH3:13])[CH3:12])[C:4]=2[CH:3]=1.C1(P(C2C=CC=CC=2)C2C3OC4C(=CC=CC=4P(C4C=CC=CC=4)C4C=CC=CC=4)C(C)(C)C=3C=CC=2)C=CC=CC=1.[CH2:65]([S:67]([N:70]1[CH:74]=[C:73]([C:75]2[N:80]=[C:79]([NH2:81])[CH:78]=[CH:77][N:76]=2)[CH:72]=[N:71]1)(=[O:69])=[O:68])[CH3:66].C(=O)([O-])[O-].[Cs+].[Cs+]. The catalyst is C1C=CC(/C=C/C(/C=C/C2C=CC=CC=2)=O)=CC=1.C1C=CC(/C=C/C(/C=C/C2C=CC=CC=2)=O)=CC=1.C1C=CC(/C=C/C(/C=C/C2C=CC=CC=2)=O)=CC=1.[Pd].[Pd].O1CCOCC1. The product is [CH2:65]([S:67]([N:70]1[CH:74]=[C:73]([C:75]2[N:80]=[C:79]([NH:81][C:2]3[N:7]=[CH:6][C:5]4[C:8]([N:14]5[CH2:17][CH:16]([C:18]([N:20]([CH3:22])[CH3:21])=[O:19])[CH2:15]5)=[N:9][N:10]([CH:11]([CH3:13])[CH3:12])[C:4]=4[CH:3]=3)[CH:78]=[CH:77][N:76]=2)[CH:72]=[N:71]1)(=[O:68])=[O:69])[CH3:66]. The yield is 0.150. (4) The reactants are C1(C[B:8]([OH:10])[OH:9])C=CC=CC=1.[C:11]12([OH:22])[CH2:19][CH:15]([C:16]1([CH3:18])[CH3:17])[CH2:14][CH2:13][C:12]2([OH:21])[CH3:20].[C:23]([O:27][C:28]([C:30]1[CH:31]=[C:32](CB(O)O)[CH:33]=[CH:34][CH:35]=1)=[O:29])([CH3:26])([CH3:25])[CH3:24].C12(O)CC(C1(C)C)CCC2(O)C. No catalyst specified. The product is [C:11]12([OH:22])[CH2:19][CH:15]([C:16]1([CH3:18])[CH3:17])[CH2:14][CH2:13][C:12]2([OH:21])[CH3:20].[C:23]([O:27][C:28]([C:30]1[CH:31]=[C:32]([B:8]([O-:10])[O-:9])[CH:33]=[CH:34][CH:35]=1)=[O:29])([CH3:24])([CH3:25])[CH3:26]. The yield is 0.880. (5) The yield is 0.230. The product is [C:1]([O:19][CH2:18][C:17]([CH3:20])([CH3:21])[CH2:16][N:15]1[C:9]2[CH:8]=[CH:7][C:6]([Cl:5])=[CH:42][C:10]=2[C@@H:11]([C:32]2[CH:37]=[CH:36][CH:35]=[C:34]([O:38][CH3:39])[C:33]=2[O:40][CH3:41])[O:12][C@H:13]([CH2:23][C:24]([NH:26][C@@H:27]([CH3:31])[C:28]([OH:30])=[O:29])=[O:25])[C:14]1=[O:22])(=[O:3])[CH3:2]. The reactants are [C:1](Cl)(=[O:3])[CH3:2].[Cl:5][C:6]1[CH:7]=[CH:8][C:9]2[N:15]([CH2:16][C:17]([CH3:21])([CH3:20])[CH2:18][OH:19])[C:14](=[O:22])[C@@H:13]([CH2:23][C:24]([NH:26][C@@H:27]([CH3:31])[C:28]([OH:30])=[O:29])=[O:25])[O:12][C@H:11]([C:32]3[CH:37]=[CH:36][CH:35]=[C:34]([O:38][CH3:39])[C:33]=3[O:40][CH3:41])[C:10]=2[CH:42]=1.N1C=CC=CC=1.C(OCC)(=O)C. The catalyst is O. (6) The reactants are [F:1][C:2]1[C:3]([C:25]2[N:26]([CH:30]3[CH2:35][CH2:34][O:33][CH2:32][CH2:31]3)[CH:27]=[N:28][CH:29]=2)=[N:4][C:5]([NH:8][C:9]2[CH:14]=[CH:13][C:12]([S:15]([N:18]3[CH2:23][CH2:22][N:21]([CH3:24])[CH2:20][CH2:19]3)(=[O:17])=[O:16])=[CH:11][CH:10]=2)=[N:6][CH:7]=1.[Li]CCCC.CN([CH:44]=[O:45])C. The catalyst is C1COCC1. The product is [F:1][C:2]1[C:3]([C:25]2[N:26]([CH:30]3[CH2:35][CH2:34][O:33][CH2:32][CH2:31]3)[C:27]([CH:44]=[O:45])=[N:28][CH:29]=2)=[N:4][C:5]([NH:8][C:9]2[CH:10]=[CH:11][C:12]([S:15]([N:18]3[CH2:19][CH2:20][N:21]([CH3:24])[CH2:22][CH2:23]3)(=[O:16])=[O:17])=[CH:13][CH:14]=2)=[N:6][CH:7]=1. The yield is 0.300.